This data is from Forward reaction prediction with 1.9M reactions from USPTO patents (1976-2016). The task is: Predict the product of the given reaction. (1) Given the reactants Cl[C:2]1[C:11]2[C:6](=[CH:7][CH:8]=[C:9]([O:12][CH3:13])[CH:10]=2)[CH:5]=[C:4]([NH:14][C:15]2[CH:19]=[C:18]([CH3:20])[NH:17][N:16]=2)[N:3]=1.[F:21][C:22]1[CH:27]=[CH:26][CH:25]=[CH:24][C:23]=1B(O)O, predict the reaction product. The product is: [F:21][C:22]1[CH:27]=[CH:26][CH:25]=[CH:24][C:23]=1[C:2]1[C:11]2[C:6](=[CH:7][CH:8]=[C:9]([O:12][CH3:13])[CH:10]=2)[CH:5]=[C:4]([NH:14][C:15]2[CH:19]=[C:18]([CH3:20])[NH:17][N:16]=2)[N:3]=1. (2) Given the reactants [CH2:1]([NH2:3])[CH3:2].[F:4][C:5]1[CH:10]=[CH:9][C:8]([C@H:11]([CH2:15][CH:16]=[CH2:17])[C:12](Cl)=[O:13])=[CH:7][CH:6]=1, predict the reaction product. The product is: [CH2:1]([NH:3][C:12](=[O:13])[C@H:11]([C:8]1[CH:7]=[CH:6][C:5]([F:4])=[CH:10][CH:9]=1)[CH2:15][CH:16]=[CH2:17])[CH3:2]. (3) Given the reactants [NH2:1][C:2](=[N:32][OH:33])[CH2:3][CH2:4][CH2:5][CH2:6][C:7]1[CH:16]=[CH:15][C:14]2[C:13]([C:17]([NH:19][CH2:20][C:21]34[CH2:30][CH:25]5[CH2:26][CH:27]([CH2:29][CH:23]([CH2:24]5)[CH2:22]3)[CH2:28]4)=[O:18])=[C:12]([Cl:31])[CH:11]=[CH:10][C:9]=2[N:8]=1.N1C=CC=CC=1.C(C(CCCC)[CH2:43][O:44]C(Cl)=O)C, predict the reaction product. The product is: [Cl:31][C:12]1[CH:11]=[CH:10][C:9]2[N:8]=[C:7]([CH2:6][CH2:5][CH2:4][CH2:3][C:2]3[NH:1][C:43](=[O:44])[O:33][N:32]=3)[CH:16]=[CH:15][C:14]=2[C:13]=1[C:17]([NH:19][CH2:20][C:21]12[CH2:30][CH:25]3[CH2:24][CH:23]([CH2:29][CH:27]([CH2:26]3)[CH2:28]1)[CH2:22]2)=[O:18]. (4) Given the reactants [NH2:1][C:2]1[CH:10]=[C:9]([N+:11]([O-:13])=[O:12])[CH:8]=[CH:7][C:3]=1[C:4](O)=[O:5].S(Cl)([Cl:16])=O, predict the reaction product. The product is: [NH2:1][C:2]1[CH:10]=[C:9]([N+:11]([O-:13])=[O:12])[CH:8]=[CH:7][C:3]=1[C:4]([Cl:16])=[O:5].